This data is from Full USPTO retrosynthesis dataset with 1.9M reactions from patents (1976-2016). The task is: Predict the reactants needed to synthesize the given product. Given the product [F:1][C:2]1[CH:11]=[CH:10][C:5]([C:6]2[O:7][CH:12]=[N:9][N:8]=2)=[CH:4][CH:3]=1, predict the reactants needed to synthesize it. The reactants are: [F:1][C:2]1[CH:11]=[CH:10][C:5]([C:6]([NH:8][NH2:9])=[O:7])=[CH:4][CH:3]=1.[CH2:12](OC(OCC)OCC)C.